The task is: Predict the reaction yield, written as a fraction of the theoretical maximum amount of product (1.0 means a 100% yield; for example, 0.34 means a 34% yield).. This data is from Reaction yield outcomes from USPTO patents with 853,638 reactions. The reactants are [O-]Cl=O.[Na+].[CH2:5]([C:12]1[CH:13]=[C:14]([CH:17]=[CH:18][CH:19]=1)[CH:15]=[O:16])[C:6]1[CH:11]=[CH:10][CH:9]=[CH:8][CH:7]=1.[OH:20]O. The catalyst is O.C(#N)C. The product is [CH2:5]([C:12]1[CH:13]=[C:14]([CH:17]=[CH:18][CH:19]=1)[C:15]([OH:20])=[O:16])[C:6]1[CH:7]=[CH:8][CH:9]=[CH:10][CH:11]=1. The yield is 0.750.